The task is: Predict which catalyst facilitates the given reaction.. This data is from Catalyst prediction with 721,799 reactions and 888 catalyst types from USPTO. (1) Reactant: CCC(C)[BH-](C(C)CC)C(C)CC.[Na+].[CH3:15][C@H:16]1[CH2:44][O:43][C@@:19]2([O:23][C@H:22]3[CH2:24][C@H:25]4[C@@H:30]5[CH2:31][CH2:32][C@@H:33]6[CH2:39][C:37](=[O:38])[CH2:36][CH2:35][C@:34]6([CH3:40])[C@H:29]5[CH2:28][CH2:27][C@:26]4([CH3:41])[C@H:21]3[C@@H:20]2[CH3:42])[CH2:18][CH2:17]1. Product: [CH3:15][C@H:16]1[CH2:44][O:43][C@@:19]2([O:23][C@H:22]3[CH2:24][C@H:25]4[C@@H:30]5[CH2:31][CH2:32][C@@H:33]6[CH2:39][C@@H:37]([OH:38])[CH2:36][CH2:35][C@:34]6([CH3:40])[C@H:29]5[CH2:28][CH2:27][C@:26]4([CH3:41])[C@H:21]3[C@@H:20]2[CH3:42])[CH2:18][CH2:17]1. The catalyst class is: 1. (2) Reactant: C(=O)([O-])[O-].[K+].[K+].Br[CH2:8][C:9]([O:11][C:12]([CH3:15])([CH3:14])[CH3:13])=[O:10].[NH:16]1[CH:20]=[CH:19][N:18]=[C:17]1[CH:21]=[O:22]. Product: [CH:21]([C:17]1[N:16]([CH2:8][C:9]([O:11][C:12]([CH3:15])([CH3:14])[CH3:13])=[O:10])[CH:20]=[CH:19][N:18]=1)=[O:22]. The catalyst class is: 9. (3) Reactant: [F:1][C:2]1[CH:3]=[C:4]([CH:7]=[C:8]([F:14])[C:9]=1[O:10][CH2:11][C:12]#[CH:13])[CH:5]=[O:6].ClC1C=CC=C(C(OO)=[O:23])C=1.S([O-])([O-])=O.[Na+].[Na+]. Product: [F:1][C:2]1[CH:3]=[C:4]([CH:7]=[C:8]([F:14])[C:9]=1[O:10][CH2:11][C:12]#[CH:13])[C:5]([OH:23])=[O:6]. The catalyst class is: 22. (4) Reactant: [NH2:1][C:2]1[C:7]2[C:8](=[O:21])[N:9]([C:13]3[CH:18]=[CH:17][C:16](I)=[C:15]([Cl:20])[CH:14]=3)[CH2:10][CH2:11][O:12][C:6]=2[N:5]=[CH:4][N:3]=1.CC1(C)C(C)(C)OB([C:30]2[CH:31]=[N:32][N:33]([CH:35]([CH3:41])[C:36]([O:38]CC)=[O:37])[CH:34]=2)O1.C([O-])([O-])=O.[K+].[K+]. Product: [NH2:1][C:2]1[C:7]2[C:8](=[O:21])[N:9]([C:13]3[CH:18]=[CH:17][C:16]([C:30]4[CH:31]=[N:32][N:33]([CH:35]([CH3:41])[C:36]([OH:38])=[O:37])[CH:34]=4)=[C:15]([Cl:20])[CH:14]=3)[CH2:10][CH2:11][O:12][C:6]=2[N:5]=[CH:4][N:3]=1. The catalyst class is: 117. (5) Reactant: [Br:1][C:2]1[C:3]([N:20]2[CH2:25][CH2:24][N:23](C(NC3C=CC=CC=3)=O)[CH2:22][CH2:21]2)=[C:4]2[N:10]=[C:9]([C:11]3[CH:16]=[CH:15][C:14]([N:17]([CH3:19])[CH3:18])=[CH:13][CH:12]=3)[NH:8][C:5]2=[N:6][CH:7]=1.BrC1C(N2CCN([S:52]([C:55]3[CH:60]=[CH:59][CH:58]=[CH:57][CH:56]=3)(=[O:54])=[O:53])CC2)=C([N+]([O-])=O)C(N)=NC=1.[O-]S(S([O-])=O)=O.[Na+].[Na+].CN(C1C=CC(C=O)=CC=1)C. Product: [Br:1][C:2]1[C:3]([N:20]2[CH2:25][CH2:24][N:23]([S:52]([C:55]3[CH:60]=[CH:59][CH:58]=[CH:57][CH:56]=3)(=[O:54])=[O:53])[CH2:22][CH2:21]2)=[C:4]2[N:10]=[C:9]([C:11]3[CH:12]=[CH:13][C:14]([N:17]([CH3:18])[CH3:19])=[CH:15][CH:16]=3)[NH:8][C:5]2=[N:6][CH:7]=1. The catalyst class is: 3. (6) Reactant: [Br:1][C:2]1[CH:3]=[C:4]([CH:31]=[CH:32][CH:33]=1)[CH2:5][N:6]1[C:14]2[C:13](=[O:15])[N:12]([CH3:16])[C:11](=[O:17])[N:10]([CH3:18])[C:9]=2[N:8]=[C:7]1[O:19][C:20]1[CH:25]=[CH:24][CH:23]=[C:22]([CH:26](O)[CH2:27][CH2:28][CH3:29])[CH:21]=1.C([SiH](CC)CC)C.B(F)(F)F.CCOCC. Product: [Br:1][C:2]1[CH:3]=[C:4]([CH:31]=[CH:32][CH:33]=1)[CH2:5][N:6]1[C:14]2[C:13](=[O:15])[N:12]([CH3:16])[C:11](=[O:17])[N:10]([CH3:18])[C:9]=2[N:8]=[C:7]1[O:19][C:20]1[CH:25]=[CH:24][CH:23]=[C:22]([CH2:26][CH2:27][CH2:28][CH3:29])[CH:21]=1. The catalyst class is: 2. (7) Reactant: [NH2:1][C@@H:2]([CH:7]([CH3:9])[CH3:8])[C:3]([O:5][CH3:6])=[O:4].C1C=CC2N(O)N=NC=2C=1.CCN=C=NCCCN(C)C.Cl.[N:32]1[CH:37]=[CH:36][CH:35]=[CH:34][C:33]=1[C:38](O)=[O:39].CCN(C(C)C)C(C)C. Product: [CH3:8][CH:7]([CH3:9])[C@H:2]([NH:1][C:38](=[O:39])[C:33]1[CH:34]=[CH:35][CH:36]=[CH:37][N:32]=1)[C:3]([O:5][CH3:6])=[O:4]. The catalyst class is: 2. (8) Reactant: [Cl:1][C:2]1[CH:7]=[C:6]([Cl:8])[N:5]=[C:4]([C:9]([O:11][CH3:12])=[O:10])[CH:3]=1.[F:13][C:14]1[CH:35]=[CH:34][C:17]([O:18][C:19]2[CH:24]=[CH:23][C:22](B3OC(C)(C)C(C)(C)O3)=[CH:21][CH:20]=2)=[CH:16][CH:15]=1.C([O-])([O-])=O.[Na+].[Na+]. Product: [Cl:1][C:2]1[CH:7]=[C:6]([Cl:8])[N:5]=[C:4]([C:9]([O-:11])=[O:10])[CH:3]=1.[Cl:1][C:2]1[CH:7]=[C:6]([C:22]2[CH:21]=[CH:20][C:19]([O:18][C:17]3[CH:16]=[CH:15][C:14]([F:13])=[CH:35][CH:34]=3)=[CH:24][CH:23]=2)[N:5]=[C:4]([C:9]([O:11][CH3:12])=[O:10])[CH:3]=1. The catalyst class is: 75. (9) Reactant: [CH2:1]([O:8][C:9]1[CH:10]=[C:11]2[C:15](=[CH:16][CH:17]=1)[NH:14][CH:13]=[C:12]2[C:18]1[CH2:19][CH2:20][NH:21][CH2:22][CH:23]=1)[C:2]1[CH:7]=[CH:6][CH:5]=[CH:4][CH:3]=1.[C:24]1(=[O:42])[N:28]([CH2:29][CH2:30][CH2:31][CH2:32][CH2:33][CH2:34][CH2:35]Br)[C:27](=[O:37])[C:26]2=[CH:38][CH:39]=[CH:40][CH:41]=[C:25]12.C(N(CC)CC)C.[I-].[Na+]. Product: [CH2:1]([O:8][C:9]1[CH:10]=[C:11]2[C:15](=[CH:16][CH:17]=1)[NH:14][CH:13]=[C:12]2[C:18]1[CH2:19][CH2:20][N:21]([CH2:35][CH2:34][CH2:33][CH2:32][CH2:31][CH2:30][CH2:29][N:28]2[C:24](=[O:42])[C:25]3=[CH:41][CH:40]=[CH:39][CH:38]=[C:26]3[C:27]2=[O:37])[CH2:22][CH:23]=1)[C:2]1[CH:7]=[CH:6][CH:5]=[CH:4][CH:3]=1. The catalyst class is: 18.